This data is from Reaction yield outcomes from USPTO patents with 853,638 reactions. The task is: Predict the reaction yield, written as a fraction of the theoretical maximum amount of product (1.0 means a 100% yield; for example, 0.34 means a 34% yield). (1) The reactants are [CH2:1]([C:3]1[N:4]=[C:5]([CH3:25])[NH:6][C:7](=[O:24])[C:8]=1[CH2:9][C:10]1[CH:15]=[CH:14][C:13]([C:16]2[C:17]([C:22]#[N:23])=[CH:18][CH:19]=[CH:20][CH:21]=2)=[CH:12][CH:11]=1)[CH3:2].[CH3:26][CH:27]1[CH2:31][C:30]2[CH:32]=[C:33](B(O)O)[CH:34]=[CH:35][C:29]=2[O:28]1.C(N(CC)CC)C.N1C=CC=CC=1. The catalyst is C([O-])(=O)C.[Cu+2].C([O-])(=O)C.C(OCC)(=O)C.C(Cl)Cl. The product is [CH2:1]([C:3]1[N:4]=[C:5]([CH3:25])[N:6]([C:33]2[CH:34]=[CH:35][C:29]3[O:28][CH:27]([CH3:26])[CH2:31][C:30]=3[CH:32]=2)[C:7](=[O:24])[C:8]=1[CH2:9][C:10]1[CH:15]=[CH:14][C:13]([C:16]2[C:17]([C:22]#[N:23])=[CH:18][CH:19]=[CH:20][CH:21]=2)=[CH:12][CH:11]=1)[CH3:2]. The yield is 0.780. (2) The reactants are Br[C:2]1[CH:3]=[CH:4][C:5]([CH3:18])=[C:6]2[C:11]=1[NH:10][CH:9]=[C:8]([C:12]([O:14][CH2:15][CH3:16])=[O:13])[C:7]2=[O:17].C([O-])(=O)C.[Na+]. The catalyst is [Pd]. The product is [CH3:18][C:5]1[CH:4]=[CH:3][CH:2]=[C:11]2[C:6]=1[C:7](=[O:17])[C:8]([C:12]([O:14][CH2:15][CH3:16])=[O:13])=[CH:9][NH:10]2. The yield is 0.220. (3) The product is [C:28]([O:32][C:33]([N:35]1[CH2:40][CH2:39][N:38]([C:41]2[CH:42]=[N:43][C:44]([NH:47][C:13]3[N:14]=[CH:15][C:10]4[CH:9]=[C:8]([NH:7][C:6]([O:5][C:1]([CH3:4])([CH3:3])[CH3:2])=[O:27])[C:20](=[O:21])[N:19]([CH:22]5[CH2:26][CH2:25][CH2:24][CH2:23]5)[C:11]=4[N:12]=3)=[CH:45][CH:46]=2)[CH2:37][CH2:36]1)=[O:34])([CH3:31])([CH3:29])[CH3:30]. The yield is 0.170. The reactants are [C:1]([O:5][C:6](=[O:27])[NH:7][C:8]1[C:20](=[O:21])[N:19]([CH:22]2[CH2:26][CH2:25][CH2:24][CH2:23]2)[C:11]2[N:12]=[C:13](S(C)=O)[N:14]=[CH:15][C:10]=2[CH:9]=1)([CH3:4])([CH3:3])[CH3:2].[C:28]([O:32][C:33]([N:35]1[CH2:40][CH2:39][N:38]([C:41]2[CH:42]=[N:43][C:44]([NH2:47])=[CH:45][CH:46]=2)[CH2:37][CH2:36]1)=[O:34])([CH3:31])([CH3:30])[CH3:29]. The catalyst is C1(C)C=CC=CC=1. (4) The reactants are [CH2:1]([C:5]1[CH:10]=[CH:9][C:8]([C:11]2[S:15][C:14]([CH2:16][O:17][C:18]3[CH:23]=[CH:22][C:21]([C@@H:24]([C:41]4[CH:45]=[CH:44][O:43][N:42]=4)[CH2:25][C:26](N4[C@@H](CC5C=CC=CC=5)COC4=O)=[O:27])=[CH:20][CH:19]=3)=[CH:13][CH:12]=2)=[CH:7][CH:6]=1)[CH2:2][CH2:3][CH3:4].[OH:46]O.[Li+].[OH-].Cl. The catalyst is C1COCC1. The product is [CH2:1]([C:5]1[CH:10]=[CH:9][C:8]([C:11]2[S:15][C:14]([CH2:16][O:17][C:18]3[CH:23]=[CH:22][C:21]([C@@H:24]([C:41]4[CH:45]=[CH:44][O:43][N:42]=4)[CH2:25][C:26]([OH:27])=[O:46])=[CH:20][CH:19]=3)=[CH:13][CH:12]=2)=[CH:7][CH:6]=1)[CH2:2][CH2:3][CH3:4]. The yield is 0.0800. (5) The reactants are [CH:1]1([N:7]([CH2:17][CH3:18])[CH2:8][CH2:9][C:10]2[CH:15]=[CH:14][C:13]([OH:16])=[CH:12][CH:11]=2)[CH2:6][CH2:5][CH2:4][CH2:3][CH2:2]1.Cl[C:20]1[N:24]([CH3:25])[C:23]2[CH:26]=[CH:27][CH:28]=[CH:29][C:22]=2[N:21]=1.C([O-])([O-])=O.[Cs+].[Cs+]. The catalyst is CN(C=O)C. The product is [CH:1]1([N:7]([CH2:17][CH3:18])[CH2:8][CH2:9][C:10]2[CH:15]=[CH:14][C:13]([O:16][C:20]3[N:24]([CH3:25])[C:23]4[CH:26]=[CH:27][CH:28]=[CH:29][C:22]=4[N:21]=3)=[CH:12][CH:11]=2)[CH2:6][CH2:5][CH2:4][CH2:3][CH2:2]1. The yield is 0.280.